Dataset: Reaction yield outcomes from USPTO patents with 853,638 reactions. Task: Predict the reaction yield, written as a fraction of the theoretical maximum amount of product (1.0 means a 100% yield; for example, 0.34 means a 34% yield). (1) The catalyst is CN(C)C=O. The reactants are [CH3:1][O:2][C:3]([C:5]1[C:13]([NH:14][C:15]2[CH:20]=[CH:19][C:18]([Br:21])=[CH:17][CH:16]=2)=[C:12]([F:22])[C:8]2[N:9]=[CH:10][NH:11][C:7]=2[CH:6]=1)=[O:4].[Cl:23]N1C(=O)CCC1=O. The yield is 0.870. The product is [CH3:1][O:2][C:3]([C:5]1[C:13]([NH:14][C:15]2[CH:20]=[CH:19][C:18]([Br:21])=[CH:17][C:16]=2[Cl:23])=[C:12]([F:22])[C:8]2[N:9]=[CH:10][NH:11][C:7]=2[CH:6]=1)=[O:4]. (2) The reactants are C([O:8][C:9]([CH:11]1[CH2:16][CH2:15][N:14]([CH2:17][CH2:18][CH2:19][C:20]2[CH:25]=[CH:24][CH:23]=[CH:22][CH:21]=2)[CH2:13][CH2:12]1)=[O:10])C1C=CC=CC=1. The catalyst is CO.[Pd]. The product is [C:20]1([CH2:19][CH2:18][CH2:17][N:14]2[CH2:15][CH2:16][CH:11]([C:9]([OH:10])=[O:8])[CH2:12][CH2:13]2)[CH:21]=[CH:22][CH:23]=[CH:24][CH:25]=1. The yield is 0.939. (3) The reactants are [CH:1]1([N:7]([CH:19]2[CH2:24][CH2:23][CH2:22][CH2:21][CH2:20]2)[C:8](=[O:18])[NH:9][C:10]2[S:11][CH:12]=[C:13]([C:15](O)=[O:16])[N:14]=2)[CH2:6][CH2:5][CH2:4][CH2:3][CH2:2]1.[CH3:25][O:26][C:27](=[O:31])[C@H:28]([CH3:30])[NH2:29]. No catalyst specified. The product is [CH3:25][O:26][C:27](=[O:31])[CH:28]([NH:29][C:15]([C:13]1[N:14]=[C:10]([NH:9][C:8]([N:7]([CH:1]2[CH2:2][CH2:3][CH2:4][CH2:5][CH2:6]2)[CH:19]2[CH2:20][CH2:21][CH2:22][CH2:23][CH2:24]2)=[O:18])[S:11][CH:12]=1)=[O:16])[CH3:30]. The yield is 0.170. (4) The reactants are Cl[C:2]1[CH:3]=[CH:4][C:5]([O:12][C:13]2[CH:18]=[CH:17][C:16]([CH2:19][CH2:20][OH:21])=[CH:15][CH:14]=2)=N[C:7]=1C(F)(F)F.[N:22]#[C:23][NH2:24].OS([C:29]([F:32])(F)F)(=O)=O.[CH2:33]1COCC1. No catalyst specified. The product is [C:23](=[NH:24])([O:21][CH2:20][CH2:19][C:16]1[CH:15]=[CH:14][C:13]([O:12][C:5]2[CH:4]=[CH:3][C:2]([CH3:7])=[C:29]([F:32])[CH:33]=2)=[CH:18][CH:17]=1)[NH2:22]. The yield is 0.840. (5) The reactants are Br[C:2]1[C:6]([CH3:8])([CH3:7])[O:5]/[C:4](=[C:9]2/[C:10](=[O:19])[NH:11][C:12]3[C:17]/2=[CH:16][CH:15]=[C:14]([F:18])[CH:13]=3)/[CH:3]=1.[CH:20]([C:22]1[CH:27]=[CH:26][C:25](B(O)O)=[CH:24][CH:23]=1)=[O:21].C(=O)([O-])[O-].[K+].[K+].C(OCC)(=O)C. The catalyst is C1COCC1.C1(P(C2C=CC=CC=2)C2C=CC=CC=2)C=CC=CC=1.C1(P(C2C=CC=CC=2)C2C=CC=CC=2)C=CC=CC=1.C1(P(C2C=CC=CC=2)C2C=CC=CC=2)C=CC=CC=1.C1(P(C2C=CC=CC=2)C2C=CC=CC=2)C=CC=CC=1.[Pd]. The product is [F:18][C:14]1[CH:13]=[C:12]2[C:17](/[C:9](=[C:4]3/[CH:3]=[C:2]([C:25]4[CH:26]=[CH:27][C:22]([CH:20]=[O:21])=[CH:23][CH:24]=4)[C:6]([CH3:8])([CH3:7])[O:5]/3)/[C:10](=[O:19])[NH:11]2)=[CH:16][CH:15]=1. The yield is 0.510. (6) The reactants are C([O:8][CH2:9][CH2:10][C@H:11]1[C@@H:17]([N:18](CC2C=CC=CC=2)CC2C=CC=CC=2)[C:16](=[O:33])[NH:15][C:14]2[CH:34]=[C:35]([F:38])[CH:36]=[CH:37][C:13]=2[O:12]1)C1C=CC=CC=1. The catalyst is CO.[Pd]. The product is [NH2:18][C@H:17]1[C:16](=[O:33])[NH:15][C:14]2[CH:34]=[C:35]([F:38])[CH:36]=[CH:37][C:13]=2[O:12][C@H:11]1[CH2:10][CH2:9][OH:8]. The yield is 0.960.